This data is from Forward reaction prediction with 1.9M reactions from USPTO patents (1976-2016). The task is: Predict the product of the given reaction. (1) Given the reactants [F:1][C:2]1[CH:10]=[C:9]2[C:5]([C:6]([C:11]3[CH:35]=[CH:34][C:14]4[N:15]=[C:16]([CH2:18][CH2:19][N:20]5[CH2:33][C:22]6([CH2:25][N:24](C(OC(C)(C)C)=O)[CH2:23]6)[CH2:21]5)[O:17][C:13]=4[CH:12]=3)=[CH:7][NH:8]2)=[CH:4][CH:3]=1.C(O)(C(F)(F)F)=O, predict the reaction product. The product is: [CH2:21]1[C:22]2([CH2:23][NH:24][CH2:25]2)[CH2:33][N:20]1[CH2:19][CH2:18][C:16]1[O:17][C:13]2[CH:12]=[C:11]([C:6]3[C:5]4[C:9](=[CH:10][C:2]([F:1])=[CH:3][CH:4]=4)[NH:8][CH:7]=3)[CH:35]=[CH:34][C:14]=2[N:15]=1. (2) Given the reactants C[O:2][C:3](=[O:33])[C@@H:4]([O:30][CH2:31][CH3:32])[CH2:5][C:6]1[CH:11]=[CH:10][C:9]([O:12][CH2:13][C:14]2[N:15]=[C:16]([C:20]3[CH:25]=[CH:24][CH:23]=[CH:22][CH:21]=3)[O:17][C:18]=2[CH3:19])=[CH:8][C:7]=1[C:26]([F:29])([F:28])[F:27].[Li+].[OH-], predict the reaction product. The product is: [CH2:31]([O:30][C@@H:4]([CH2:5][C:6]1[CH:11]=[CH:10][C:9]([O:12][CH2:13][C:14]2[N:15]=[C:16]([C:20]3[CH:25]=[CH:24][CH:23]=[CH:22][CH:21]=3)[O:17][C:18]=2[CH3:19])=[CH:8][C:7]=1[C:26]([F:27])([F:28])[F:29])[C:3]([OH:33])=[O:2])[CH3:32]. (3) Given the reactants [OH:1][C:2]1[CH:7]=[CH:6][C:5]([C:8]2[CH:13]=[CH:12][C:11]([S:14]([NH:17][CH2:18][CH2:19][NH:20][C:21](=[O:27])[O:22][C:23]([CH3:26])([CH3:25])[CH3:24])(=[O:16])=[O:15])=[CH:10][CH:9]=2)=[CH:4][CH:3]=1.[CH3:28][CH:29]([C:31]1[N:35]=[C:34]([N:36]2[CH2:41][CH2:40][CH:39]([CH2:42]O)[CH2:38][CH2:37]2)[O:33][N:32]=1)[CH3:30].C1C=CC(P(C2C=CC=CC=2)C2C=CC=CC=2)=CC=1.N(C(OC(C)C)=O)=NC(OC(C)C)=O, predict the reaction product. The product is: [CH3:30][CH:29]([C:31]1[N:35]=[C:34]([N:36]2[CH2:37][CH2:38][CH:39]([CH2:42][O:1][C:2]3[CH:7]=[CH:6][C:5]([C:8]4[CH:9]=[CH:10][C:11]([S:14]([NH:17][CH2:18][CH2:19][NH:20][C:21](=[O:27])[O:22][C:23]([CH3:24])([CH3:26])[CH3:25])(=[O:15])=[O:16])=[CH:12][CH:13]=4)=[CH:4][CH:3]=3)[CH2:40][CH2:41]2)[O:33][N:32]=1)[CH3:28].